This data is from Reaction yield outcomes from USPTO patents with 853,638 reactions. The task is: Predict the reaction yield, written as a fraction of the theoretical maximum amount of product (1.0 means a 100% yield; for example, 0.34 means a 34% yield). The reactants are [CH3:1][O:2][C:3]([C:5]1[C@H:6]([C:16]2[CH:21]=[CH:20][CH:19]=[C:18]([N+:22]([O-:24])=[O:23])[CH:17]=2)[C:7]([C:13](O)=[O:14])=[C:8]([CH3:12])[NH:9][C:10]=1[CH3:11])=[O:4].C(Cl)(=O)C(Cl)=O.[CH3:31][C:32]1([OH:45])[CH2:36][CH2:35][N:34]([CH:37]([C:39]2[CH:44]=[CH:43][CH:42]=[CH:41][CH:40]=2)[CH3:38])[CH2:33]1.CCN(C(C)C)C(C)C. The catalyst is ClCCl.CN(C=O)C. The product is [CH3:12][C:8]1[NH:9][C:10]([CH3:11])=[C:5]([C:3]([O:2][CH3:1])=[O:4])[C@H:6]([C:16]2[CH:21]=[CH:20][CH:19]=[C:18]([N+:22]([O-:24])=[O:23])[CH:17]=2)[C:7]=1[C:13]([O:45][C:32]1([CH3:31])[CH2:36][CH2:35][N:34]([CH:37]([C:39]2[CH:44]=[CH:43][CH:42]=[CH:41][CH:40]=2)[CH3:38])[CH2:33]1)=[O:14]. The yield is 0.480.